From a dataset of NCI-60 drug combinations with 297,098 pairs across 59 cell lines. Regression. Given two drug SMILES strings and cell line genomic features, predict the synergy score measuring deviation from expected non-interaction effect. Drug 1: CN1CCC(CC1)COC2=C(C=C3C(=C2)N=CN=C3NC4=C(C=C(C=C4)Br)F)OC. Drug 2: CCC1(C2=C(COC1=O)C(=O)N3CC4=CC5=C(C=CC(=C5CN(C)C)O)N=C4C3=C2)O.Cl. Cell line: U251. Synergy scores: CSS=31.2, Synergy_ZIP=-7.57, Synergy_Bliss=-3.60, Synergy_Loewe=-29.1, Synergy_HSA=-2.58.